Predict the reaction yield, written as a fraction of the theoretical maximum amount of product (1.0 means a 100% yield; for example, 0.34 means a 34% yield). From a dataset of Reaction yield outcomes from USPTO patents with 853,638 reactions. The reactants are [CH3:1][O:2][C:3]1[CH:4]=[C:5]2[C:10](=[CH:11][C:12]=1[O:13][CH3:14])[N:9]=[CH:8][CH:7]=[C:6]2[O:15][C:16]1[CH:22]=[CH:21][C:19]([NH2:20])=[CH:18][CH:17]=1.C(N(CC)CC)C.ClC(Cl)(O[C:34](=[O:40])OC(Cl)(Cl)Cl)Cl.[CH2:42]([N:44]([C:48]1[CH:53]=[CH:52][CH:51]=[C:50]([CH3:54])[CH:49]=1)[CH2:45][CH2:46][NH2:47])[CH3:43]. The catalyst is C(Cl)(Cl)Cl.O. The product is [CH3:1][O:2][C:3]1[CH:4]=[C:5]2[C:10](=[CH:11][C:12]=1[O:13][CH3:14])[N:9]=[CH:8][CH:7]=[C:6]2[O:15][C:16]1[CH:22]=[CH:21][C:19]([NH:20][C:34]([NH:47][CH2:46][CH2:45][N:44]([CH2:42][CH3:43])[C:48]2[CH:53]=[CH:52][CH:51]=[C:50]([CH3:54])[CH:49]=2)=[O:40])=[CH:18][CH:17]=1. The yield is 0.820.